From a dataset of Full USPTO retrosynthesis dataset with 1.9M reactions from patents (1976-2016). Predict the reactants needed to synthesize the given product. (1) Given the product [CH2:1]([O:3][C:4]1[CH:14]=[CH:13][C:7]([N:8]([CH3:12])[C:9](=[O:11])[CH2:10][C:40]2([OH:43])[CH2:41][CH2:42][N:37]([CH2:30][C:31]3[CH:36]=[CH:35][CH:34]=[CH:33][CH:32]=3)[CH2:38][CH2:39]2)=[CH:6][CH:5]=1)[CH3:2], predict the reactants needed to synthesize it. The reactants are: [CH2:1]([O:3][C:4]1[CH:14]=[CH:13][C:7]([N:8]([CH3:12])[C:9](=[O:11])[CH3:10])=[CH:6][CH:5]=1)[CH3:2].O1CCCC1.C[Si](C)(C)[N-][Si](C)(C)C.[Li+].[CH2:30]([N:37]1[CH2:42][CH2:41][C:40](=[O:43])[CH2:39][CH2:38]1)[C:31]1[CH:36]=[CH:35][CH:34]=[CH:33][CH:32]=1. (2) Given the product [CH2:13]([N:8]([CH2:9][CH3:10])[C:23](=[O:29])[CH:6]([N:8]1[CH2:9][CH2:10][N:11]([C:14]2[CH:19]=[CH:18][C:17]([CH:20]=[O:21])=[CH:16][C:15]=2[F:22])[CH2:12][CH2:13]1)[C:16]1[CH:15]=[CH:14][CH:19]=[CH:18][CH:17]=1)[CH3:12], predict the reactants needed to synthesize it. The reactants are: C(O[C:6]([N:8]1[CH2:13][CH2:12][N:11]([C:14]2[CH:19]=[CH:18][C:17]([CH:20]=[O:21])=[CH:16][C:15]=2[F:22])[CH2:10][CH2:9]1)=O)(C)(C)C.[C:23]([OH:29])(C(F)(F)F)=O.